From a dataset of Catalyst prediction with 721,799 reactions and 888 catalyst types from USPTO. Predict which catalyst facilitates the given reaction. (1) Reactant: COC[O:4][C:5]1[CH:41]=[CH:40][C:8]2[N:9]([CH2:24][C:25]3[CH:30]=[CH:29][CH:28]=[C:27]([O:31][CH2:32][CH2:33][N:34]4[CH2:39][CH2:38][CH2:37][CH2:36][CH2:35]4)[CH:26]=3)[CH2:10][CH:11]([C:14]3[CH:19]=[CH:18][C:17]([O:20]COC)=[CH:16][CH:15]=3)[CH2:12][O:13][C:7]=2[CH:6]=1.C(O)(C)C.Cl. Product: [OH:20][C:17]1[CH:16]=[CH:15][C:14]([CH:11]2[CH2:10][N:9]([CH2:24][C:25]3[CH:30]=[CH:29][CH:28]=[C:27]([O:31][CH2:32][CH2:33][N:34]4[CH2:35][CH2:36][CH2:37][CH2:38][CH2:39]4)[CH:26]=3)[C:8]3[CH:40]=[CH:41][C:5]([OH:4])=[CH:6][C:7]=3[O:13][CH2:12]2)=[CH:19][CH:18]=1. The catalyst class is: 1. (2) Reactant: [CH3:1][CH:2]([C:5]1[C:9]([CH:10]=O)=[CH:8][N:7]([C:12]2[CH:17]=[CH:16][C:15]([C:18]([F:21])([F:20])[F:19])=[CH:14][N:13]=2)[N:6]=1)[CH2:3][CH3:4].C(OP([CH2:30][C:31]([O:33][CH2:34][CH3:35])=[O:32])(OCC)=O)C.CN(C)C=O.[H-].[Na+]. Product: [CH3:1][CH:2]([C:5]1[C:9](/[CH:10]=[CH:30]/[C:31]([O:33][CH2:34][CH3:35])=[O:32])=[CH:8][N:7]([C:12]2[CH:17]=[CH:16][C:15]([C:18]([F:21])([F:20])[F:19])=[CH:14][N:13]=2)[N:6]=1)[CH2:3][CH3:4]. The catalyst class is: 6. (3) Reactant: Cl.[OH:2][C:3]1[CH:8]=[C:7]([OH:9])[C:6]([CH:10]([CH3:12])[CH3:11])=[CH:5][C:4]=1[C:13]([N:15]1[CH2:23][C:22]2[C:17](=[CH:18][CH:19]=[C:20]([N:24]3[CH2:29][CH2:28][N:27]([CH3:30])[CH2:26][CH2:25]3)[CH:21]=2)[CH2:16]1)=[O:14].[CH3:31][N:32]([CH3:36])[C:33](Cl)=[O:34]. Product: [CH3:31][N:32]([CH3:36])[C:33]([O:2][C:3]1[C:4]([C:13]([N:15]2[CH2:23][C:22]3[C:17](=[CH:18][CH:19]=[C:20]([N:24]4[CH2:25][CH2:26][N:27]([CH3:30])[CH2:28][CH2:29]4)[CH:21]=3)[CH2:16]2)=[O:14])=[CH:5][C:6]([CH:10]([CH3:11])[CH3:12])=[C:7]([O:9][C:13](=[O:14])[N:15]([CH3:23])[CH3:16])[CH:8]=1)=[O:34]. The catalyst class is: 17.